Dataset: hERG potassium channel inhibition data for cardiac toxicity prediction from Karim et al.. Task: Regression/Classification. Given a drug SMILES string, predict its toxicity properties. Task type varies by dataset: regression for continuous values (e.g., LD50, hERG inhibition percentage) or binary classification for toxic/non-toxic outcomes (e.g., AMES mutagenicity, cardiotoxicity, hepatotoxicity). Dataset: herg_karim. (1) The drug is COc1cc(N)c(Cl)cc1C(=O)N[C@H]1CCN(CCn2cccc2)C[C@H]1OC. The result is 0 (non-blocker). (2) The result is 1 (blocker). The molecule is Fc1ccc(C(OCCN2CCCC2)c2nncn2Cc2ccccc2)cc1. (3) The result is 1 (blocker). The compound is CS(=O)(=O)Nc1ccc(OCC(O)CN(CCc2ccc(Cl)c(Cl)c2)Cc2ccccc2O)cc1. (4) The molecule is CN[C@@H]1C[C@H]2O[C@@](C)([C@@H]1OC)n1c3ccccc3c3c4c(c5c6ccccc6n2c5c31)C(=O)N[C@H]4O. The result is 0 (non-blocker). (5) The compound is Cc1nc2c(c(-c3ccc(Cl)cc3Cl)c1CN)CN(CC(=O)N1CCOCC1)C2=O. The result is 0 (non-blocker). (6) The molecule is Fc1ccc(-n2cc(NCCN3CCC(F)(F)CC3)nn2)cc1F. The result is 0 (non-blocker).